From a dataset of Forward reaction prediction with 1.9M reactions from USPTO patents (1976-2016). Predict the product of the given reaction. (1) Given the reactants [NH2:1][C:2]1[CH:3]=[C:4]([SH:8])[CH:5]=[CH:6][CH:7]=1.[H-].[Na+].Cl[C:12]1[C:21]2[C:16](=[CH:17][C:18]([O:24][CH2:25][CH2:26][Cl:27])=[C:19]([O:22][CH3:23])[CH:20]=2)[N:15]=[CH:14][N:13]=1, predict the reaction product. The product is: [Cl:27][CH2:26][CH2:25][O:24][C:18]1[CH:17]=[C:16]2[C:21]([C:12]([S:8][C:4]3[CH:3]=[C:2]([CH:7]=[CH:6][CH:5]=3)[NH2:1])=[N:13][CH:14]=[N:15]2)=[CH:20][C:19]=1[O:22][CH3:23]. (2) Given the reactants [OH:1][C@H:2]([C:20]1[CH:25]=[CH:24][C:23]([OH:26])=[CH:22][CH:21]=1)[C@@H:3]([NH:5][CH2:6][CH2:7][C:8]1[C:16]2[C:11](=[C:12]([C:17]([OH:19])=O)[CH:13]=[CH:14][CH:15]=2)[NH:10][CH:9]=1)[CH3:4].Cl.[CH2:28]([NH2:30])[CH3:29].C(N(CC)CC)C.C(N=C=NCCCN(C)C)C.Cl.ON1C2C=CC=CC=2N=N1.C(=O)([O-])O.[Na+], predict the reaction product. The product is: [CH2:28]([NH:30][C:17]([C:12]1[CH:13]=[CH:14][CH:15]=[C:16]2[C:11]=1[NH:10][CH:9]=[C:8]2[CH2:7][CH2:6][NH:5][C@@H:3]([CH3:4])[C@H:2]([OH:1])[C:20]1[CH:21]=[CH:22][C:23]([OH:26])=[CH:24][CH:25]=1)=[O:19])[CH3:29]. (3) Given the reactants [F:1][C:2]1[CH:10]=[CH:9][CH:8]=[C:7]2[C:3]=1[CH:4]=[CH:5][NH:6]2.[C:11](Cl)(=[O:15])[C:12]([Cl:14])=[O:13], predict the reaction product. The product is: [F:1][C:2]1[CH:10]=[CH:9][CH:8]=[C:7]2[C:3]=1[C:4]([C:11](=[O:15])[C:12]([Cl:14])=[O:13])=[CH:5][NH:6]2.